Dataset: Full USPTO retrosynthesis dataset with 1.9M reactions from patents (1976-2016). Task: Predict the reactants needed to synthesize the given product. (1) Given the product [NH2:33][CH2:32][C:28]1([OH:31])[CH2:29][CH2:30][N:26]([C:23]2[C:22]([C:41]3[NH:45][N:44]=[CH:43][CH:42]=3)=[CH:21][C:20]([C:18]([NH:17][C:14]3[CH:13]=[CH:12][C:11]([O:10][C:9]([Cl:8])([F:52])[F:53])=[CH:16][CH:15]=3)=[O:19])=[CH:25][N:24]=2)[CH2:27]1, predict the reactants needed to synthesize it. The reactants are: C(O)(C(F)(F)F)=O.[Cl:8][C:9]([F:53])([F:52])[O:10][C:11]1[CH:16]=[CH:15][C:14]([NH:17][C:18]([C:20]2[CH:21]=[C:22]([C:41]3[N:45](C4CCCCO4)[N:44]=[CH:43][CH:42]=3)[C:23]([N:26]3[CH2:30][CH2:29][C:28]([CH2:32][NH:33]C(=O)OC(C)(C)C)([OH:31])[CH2:27]3)=[N:24][CH:25]=2)=[O:19])=[CH:13][CH:12]=1. (2) Given the product [C:1]([O:5][C:6](=[O:39])[NH:7][C@@H:8]1[CH2:13][CH2:12][CH2:11][N:10]([C:14]2[C:19]([CH:40]3[CH2:42][CH2:41]3)=[CH:18][N:17]=[C:16]3[NH:21][CH:22]=[C:23]([NH:24][C:25]([C:27]4[CH:28]=[N:29][N:30]([CH2:32][C:33]5[CH:38]=[CH:37][CH:36]=[CH:35][CH:34]=5)[CH:31]=4)=[O:26])[C:15]=23)[CH2:9]1)([CH3:4])([CH3:3])[CH3:2], predict the reactants needed to synthesize it. The reactants are: [C:1]([O:5][C:6](=[O:39])[NH:7][C@@H:8]1[CH2:13][CH2:12][CH2:11][N:10]([C:14]2[C:19](Br)=[CH:18][N:17]=[C:16]3[NH:21][CH:22]=[C:23]([NH:24][C:25]([C:27]4[CH:28]=[N:29][N:30]([CH2:32][C:33]5[CH:38]=[CH:37][CH:36]=[CH:35][CH:34]=5)[CH:31]=4)=[O:26])[C:15]=23)[CH2:9]1)([CH3:4])([CH3:3])[CH3:2].[CH:40]1(B(O)O)[CH2:42][CH2:41]1.C([O-])([O-])=O.[K+].[K+]. (3) The reactants are: [NH2:1][C:2]1[CH:7]=[CH:6][C:5]([N:8]2[C:12]3[C:13]4[S:17][C:16]([NH:18][C:19](=[O:21])[CH3:20])=[N:15][C:14]=4[CH2:22][CH2:23][C:11]=3[C:10]([CH:24]3[CH2:26][CH2:25]3)=[N:9]2)=[C:4]([Cl:27])[CH:3]=1.[CH2:28]1[CH2:33][CH2:32][CH:31]([CH:34]=O)[CH2:30][CH2:29]1.C(O[BH-](OC(=O)C)OC(=O)C)(=O)C.[Na+]. Given the product [C:19]([NH:18][C:16]1[S:17][C:13]2[C:12]3[N:8]([C:5]4[CH:6]=[CH:7][C:2]([NH:1][CH2:34][CH:31]5[CH2:32][CH2:33][CH2:28][CH2:29][CH2:30]5)=[CH:3][C:4]=4[Cl:27])[N:9]=[C:10]([CH:24]4[CH2:25][CH2:26]4)[C:11]=3[CH2:23][CH2:22][C:14]=2[N:15]=1)(=[O:21])[CH3:20], predict the reactants needed to synthesize it. (4) Given the product [CH3:3][C:2]1[C:12]2[CH:11]=[N:10][C:9]([S:14][CH3:15])=[N:8][C:7]=2[C:5](=[O:6])[NH:4][CH:1]=1, predict the reactants needed to synthesize it. The reactants are: [CH2:1]([NH:4][C:5]([C:7]1[C:12](Br)=[CH:11][N:10]=[C:9]([S:14][CH3:15])[N:8]=1)=[O:6])[CH:2]=[CH2:3].C(N(C(C)C)CC)(C)C. (5) Given the product [F:1][C:2]([F:33])([F:32])[C:3]1[CH:4]=[C:5]([CH:25]=[C:26]([C:28]([F:31])([F:30])[F:29])[CH:27]=1)[CH2:6][N:7]([CH3:24])[C:8](=[O:23])[C:9]1[C:14]([C:15]2[CH:20]=[CH:19][CH:18]=[CH:17][C:16]=2[CH3:21])=[CH:13][C:12]([O:34][C:35]2[CH:42]=[CH:41][CH:40]=[C:37]([C:38]#[N:39])[CH:36]=2)=[N:11][CH:10]=1, predict the reactants needed to synthesize it. The reactants are: [F:1][C:2]([F:33])([F:32])[C:3]1[CH:4]=[C:5]([CH:25]=[C:26]([C:28]([F:31])([F:30])[F:29])[CH:27]=1)[CH2:6][N:7]([CH3:24])[C:8](=[O:23])[C:9]1[C:14]([C:15]2[CH:20]=[CH:19][CH:18]=[CH:17][C:16]=2[CH3:21])=[CH:13][C:12](I)=[N:11][CH:10]=1.[OH:34][C:35]1[CH:36]=[C:37]([CH:40]=[CH:41][CH:42]=1)[C:38]#[N:39].C(=O)([O-])[O-].[K+].[K+].COC(C)(C)C.